From a dataset of Reaction yield outcomes from USPTO patents with 853,638 reactions. Predict the reaction yield, written as a fraction of the theoretical maximum amount of product (1.0 means a 100% yield; for example, 0.34 means a 34% yield). (1) The reactants are [CH:1]1([CH2:6][NH:7][C:8]2[CH:13]=[CH:12][C:11]([S:14]([CH3:17])(=[O:16])=[O:15])=[CH:10][C:9]=2[C:18]2[C:26]3[C:21](=[C:22]([O:27]C)[N:23]=[CH:24][CH:25]=3)[N:20]([CH3:29])[CH:19]=2)[CH2:5][CH2:4][CH2:3][CH2:2]1. The catalyst is O1CCOCC1.Cl. The product is [CH:1]1([CH2:6][NH:7][C:8]2[CH:13]=[CH:12][C:11]([S:14]([CH3:17])(=[O:16])=[O:15])=[CH:10][C:9]=2[C:18]2[C:26]3[CH:25]=[CH:24][NH:23][C:22](=[O:27])[C:21]=3[N:20]([CH3:29])[CH:19]=2)[CH2:5][CH2:4][CH2:3][CH2:2]1. The yield is 0.270. (2) The reactants are C(OC([N:11]1[CH2:22][CH2:21][N:20]2[CH2:23][CH2:24][CH2:25][N:14]([CH2:15][CH2:16][N:17](C(OCC3C=CC=CC=3)=O)[CH2:18][CH2:19]2)[CH2:13][CH2:12]1)=O)C1C=CC=CC=1. The catalyst is C(O)C.[Pd]. The product is [N:14]12[CH2:25][CH2:24][CH2:23][N:20]([CH2:21][CH2:22][NH:11][CH2:12][CH2:13]1)[CH2:19][CH2:18][NH:17][CH2:16][CH2:15]2. The yield is 0.970. (3) The reactants are C(=O)([O-])[O-].[K+].[K+].[Cl:7][C:8]1[C:13]([Cl:14])=[C:12]([OH:15])[CH:11]=[CH:10][C:9]=1[C:16](=[O:18])[CH3:17].[CH3:19][O:20][C:21](=[O:34])[C:22]1[CH:27]=[CH:26][C:25]([O:28][CH2:29][CH2:30][CH2:31][CH2:32]Br)=[CH:24][CH:23]=1. The catalyst is CC(C)=O. The product is [CH3:19][O:20][C:21](=[O:34])[C:22]1[CH:27]=[CH:26][C:25]([O:28][CH2:29][CH2:30][CH2:31][CH2:32][O:15][C:12]2[CH:11]=[CH:10][C:9]([C:16](=[O:18])[CH3:17])=[C:8]([Cl:7])[C:13]=2[Cl:14])=[CH:24][CH:23]=1. The yield is 0.410. (4) The catalyst is C(Cl)Cl. The yield is 0.820. The product is [Cl:1][C:2]1[CH:7]=[C:6]([N:8]([CH:9]2[CH2:11][CH2:10]2)[C:39](=[O:40])[O:38][C:34]([CH3:37])([CH3:36])[CH3:35])[N:5]2[N:12]=[C:13]([CH3:17])[C:14]([CH:15]=[O:16])=[C:4]2[N:3]=1. The reactants are [Cl:1][C:2]1[CH:7]=[C:6]([NH:8][CH:9]2[CH2:11][CH2:10]2)[N:5]2[N:12]=[C:13]([CH3:17])[C:14]([CH:15]=[O:16])=[C:4]2[N:3]=1.C(N(CC)CC)C.CN(C1C=CC=CN=1)C.[C:34]([O:38][C:39](O[C:39]([O:38][C:34]([CH3:37])([CH3:36])[CH3:35])=[O:40])=[O:40])([CH3:37])([CH3:36])[CH3:35]. (5) The reactants are [NH2:1][C:2]1[N:10]=[CH:9][N:8]=[C:7]2[C:3]=1[N:4]=[C:5]([S:25][C:26]1[CH:31]=[C:30]([Cl:32])[CH:29]=[C:28]([Cl:33])[CH:27]=1)[N:6]2[CH2:11][CH2:12][CH2:13][N:14]1C(=O)C2C(=CC=CC=2)C1=O.O.NN. The catalyst is C(Cl)Cl. The product is [NH2:14][CH2:13][CH2:12][CH2:11][N:6]1[C:5]([S:25][C:26]2[CH:31]=[C:30]([Cl:32])[CH:29]=[C:28]([Cl:33])[CH:27]=2)=[N:4][C:3]2[C:7]1=[N:8][CH:9]=[N:10][C:2]=2[NH2:1]. The yield is 0.660. (6) The reactants are [NH2:1][C:2]1[CH:7]=[C:6]([Cl:8])[CH:5]=[CH:4][C:3]=1[SH:9].Br[CH2:11][C:12]1[CH:17]=[CH:16][C:15]([N+:18]([O-:20])=[O:19])=[CH:14][CH:13]=1.C([O-])([O-])=O.[K+].[K+]. The catalyst is CN(C=O)C. The product is [Cl:8][C:6]1[CH:5]=[CH:4][C:3]([S:9][CH2:11][C:12]2[CH:17]=[CH:16][C:15]([N+:18]([O-:20])=[O:19])=[CH:14][CH:13]=2)=[C:2]([CH:7]=1)[NH2:1]. The yield is 0.920.